Dataset: Full USPTO retrosynthesis dataset with 1.9M reactions from patents (1976-2016). Task: Predict the reactants needed to synthesize the given product. (1) The reactants are: C(=O)(O)[O-].[Na+].[C:6]1([C:12]2([C:19]3[CH:28]=[C:27]([O:29][CH2:30][C:31]4[CH:40]=[CH:39][C:38]5[C:33](=[CH:34][CH:35]=[CH:36][CH:37]=5)[N:32]=4)[CH:26]=[CH:25][C:20]=3[C:21]([NH:23][NH2:24])=[O:22])[CH2:17][CH:16]3[CH2:18][CH:13]2[CH2:14][CH2:15]3)[CH:11]=[CH:10][CH:9]=[CH:8][CH:7]=1.[N:41]#[C:42]Br. Given the product [C:6]1([C:12]2([C:19]3[CH:28]=[C:27]([O:29][CH2:30][C:31]4[CH:40]=[CH:39][C:38]5[C:33](=[CH:34][CH:35]=[CH:36][CH:37]=5)[N:32]=4)[CH:26]=[CH:25][C:20]=3[C:21]3[O:22][C:42]([NH2:41])=[N:24][N:23]=3)[CH2:17][CH:16]3[CH2:18][CH:13]2[CH2:14][CH2:15]3)[CH:7]=[CH:8][CH:9]=[CH:10][CH:11]=1, predict the reactants needed to synthesize it. (2) The reactants are: COC1C=CC(C[N:8]2[C:12]3[N:13]=[CH:14][C:15]4[CH2:16][CH:17]([NH:21][C:22]([NH:24][C:25]5[CH:30]=[CH:29][CH:28]=[CH:27][CH:26]=5)=[O:23])[CH2:18][CH2:19][C:20]=4[C:11]=3[CH:10]=[N:9]2)=CC=1.FC(F)(F)C(O)=O. Given the product [C:25]1([NH:24][C:22]([NH:21][CH:17]2[CH2:16][C:15]3[CH:14]=[N:13][C:12]4[NH:8][N:9]=[CH:10][C:11]=4[C:20]=3[CH2:19][CH2:18]2)=[O:23])[CH:26]=[CH:27][CH:28]=[CH:29][CH:30]=1, predict the reactants needed to synthesize it. (3) Given the product [ClH:28].[F:17][C:13]1[CH:12]=[C:11]([CH:16]=[CH:15][CH:14]=1)[CH2:10][C@@H:9]([C:18]([O:20][CH2:21][C:22]1[CH:27]=[CH:26][CH:25]=[CH:24][CH:23]=1)=[O:19])[NH2:8], predict the reactants needed to synthesize it. The reactants are: C(OC([NH:8][C@H:9]([C:18]([O:20][CH2:21][C:22]1[CH:27]=[CH:26][CH:25]=[CH:24][CH:23]=1)=[O:19])[CH2:10][C:11]1[CH:16]=[CH:15][CH:14]=[C:13]([F:17])[CH:12]=1)=O)(C)(C)C.[ClH:28]. (4) Given the product [CH3:53][O:52][C:51]1[CH:50]=[CH:49][C:48]([C:54]2[CH:59]=[CH:58][C:57]([C:60]([O:62][CH3:63])=[O:61])=[CH:56][C:55]=2[CH3:64])=[CH:47][C:46]=1[C:37]1[CH:38]=[CH:39][C:40]([C:42]([F:45])([F:43])[F:44])=[CH:41][C:36]=1[CH2:35][N:10]1[C@@H:11]([CH3:22])[C@@H:12]([C:13]2[CH:18]=[CH:17][CH:16]=[C:15]([O:19][CH3:20])[CH:14]=2)[O:23][C:9]1=[O:8], predict the reactants needed to synthesize it. The reactants are: C([O:8][C:9](=[O:23])[NH:10][C@@H:11]([CH3:22])[C@H:12](O)[C:13]1[CH:18]=[CH:17][CH:16]=[C:15]([O:19][CH3:20])[CH:14]=1)C1C=CC=CC=1.C[Si]([N-][Si](C)(C)C)(C)C.[Na+].Br[CH2:35][C:36]1[CH:41]=[C:40]([C:42]([F:45])([F:44])[F:43])[CH:39]=[CH:38][C:37]=1[C:46]1[CH:47]=[C:48]([C:54]2[CH:59]=[CH:58][C:57]([C:60]([O:62][CH3:63])=[O:61])=[CH:56][C:55]=2[CH3:64])[CH:49]=[CH:50][C:51]=1[O:52][CH3:53]. (5) Given the product [CH2:2]([O:13][CH2:12][CH:10]1[CH2:11][O:9]1)[C:3]1[CH:8]=[CH:7][CH:6]=[CH:5][CH:4]=1, predict the reactants needed to synthesize it. The reactants are: Br[CH2:2][C:3]1[CH:8]=[CH:7][CH:6]=[CH:5][CH:4]=1.[O:9]1[CH2:11][CH:10]1[CH2:12][OH:13].[H-].[Na+]. (6) Given the product [F-:14].[CH2:4]([N+:5]1[CH:6]=[CH:7][N:8]([CH3:10])[CH:9]=1)[CH2:3][CH2:2][CH3:1], predict the reactants needed to synthesize it. The reactants are: [CH3:1][CH2:2][CH2:3][CH2:4][N:5]1[CH:9]=[N+:8]([CH3:10])[CH:7]=[CH:6]1.[Cl-].CO.[F-:14].[K+].